Dataset: Catalyst prediction with 721,799 reactions and 888 catalyst types from USPTO. Task: Predict which catalyst facilitates the given reaction. (1) Reactant: C[O:2][C:3](=[O:43])[CH2:4][C:5]1[CH:42]=[CH:41][CH:40]=[CH:39][C:6]=1[CH2:7][CH2:8][C:9]1[C:14]([C:15]([F:18])([F:17])[F:16])=[CH:13][N:12]=[C:11]([NH:19][C:20]2[CH:25]=[CH:24][C:23]([CH:26]3[O:31][CH2:30][CH2:29][N:28]([C:32]([O:34][C:35]([CH3:38])([CH3:37])[CH3:36])=[O:33])[CH2:27]3)=[CH:22][CH:21]=2)[N:10]=1.O.[OH-].[Li+]. Product: [C:35]([O:34][C:32]([N:28]1[CH2:29][CH2:30][O:31][CH:26]([C:23]2[CH:24]=[CH:25][C:20]([NH:19][C:11]3[N:10]=[C:9]([CH2:8][CH2:7][C:6]4[CH:39]=[CH:40][CH:41]=[CH:42][C:5]=4[CH2:4][C:3]([OH:43])=[O:2])[C:14]([C:15]([F:16])([F:17])[F:18])=[CH:13][N:12]=3)=[CH:21][CH:22]=2)[CH2:27]1)=[O:33])([CH3:38])([CH3:36])[CH3:37]. The catalyst class is: 20. (2) Reactant: [C:1]([O:5][C:6](=[O:29])[NH:7][C:8]1([CH2:16][CH2:17][C:18]2[CH:23]=[CH:22][C:21]([OH:24])=[C:20]([C:25]([F:28])([F:27])[F:26])[CH:19]=2)[CH2:13][O:12][C:11]([CH3:15])([CH3:14])[O:10][CH2:9]1)([CH3:4])([CH3:3])[CH3:2].C(=O)([O-])[O-].[K+].[K+].[CH2:36](Br)[CH2:37][CH2:38][CH2:39][CH2:40][CH2:41][CH3:42].O. Product: [C:1]([O:5][C:6](=[O:29])[NH:7][C:8]1([CH2:16][CH2:17][C:18]2[CH:23]=[CH:22][C:21]([O:24][CH2:36][CH2:37][CH2:38][CH2:39][CH2:40][CH2:41][CH3:42])=[C:20]([C:25]([F:28])([F:26])[F:27])[CH:19]=2)[CH2:13][O:12][C:11]([CH3:15])([CH3:14])[O:10][CH2:9]1)([CH3:2])([CH3:3])[CH3:4]. The catalyst class is: 9. (3) Reactant: [Br:1][C:2]1[CH:13]=[N:12][C:5]2=[N:6][C:7](Cl)=[C:8]([Cl:10])[N:9]=[C:4]2[C:3]=1[CH3:14].[CH3:15][N:16]1[CH2:21][CH2:20][NH:19][CH2:18][CH2:17]1. Product: [Br:1][C:2]1[CH:13]=[N:12][C:5]2=[N:6][C:7]([N:19]3[CH2:20][CH2:21][N:16]([CH3:15])[CH2:17][CH2:18]3)=[C:8]([Cl:10])[N:9]=[C:4]2[C:3]=1[CH3:14]. The catalyst class is: 2. (4) Reactant: [NH2:1][CH2:2][CH2:3][C:4]1[N:5]=[C:6]([NH:9][C:10]2[C:15]([O:16][CH2:17][C:18]3[CH:23]=[CH:22][CH:21]=[CH:20][CH:19]=3)=[CH:14][CH:13]=[CH:12][N:11]=2)[S:7][CH:8]=1.C(N(CC)CC)C.[C:31]([Cl:34])(=[O:33])[CH3:32]. Product: [ClH:34].[CH2:17]([O:16][C:15]1[C:10]([NH:9][C:6]2[S:7][CH:8]=[C:4]([CH2:3][CH2:2][NH:1][C:31](=[O:33])[CH3:32])[N:5]=2)=[N:11][CH:12]=[CH:13][CH:14]=1)[C:18]1[CH:23]=[CH:22][CH:21]=[CH:20][CH:19]=1. The catalyst class is: 3. (5) Reactant: Br[C:2]1[CH:7]=[CH:6][CH:5]=[CH:4][C:3]=1[C:8]1[N:9]=[C:10]([CH2:13][CH:14]2[CH2:19][CH2:18][CH2:17][CH2:16][N:15]2[C:20]([C:22]2[N:23]=[C:24]([CH3:34])[S:25][C:26]=2[C:27]2[CH:32]=[CH:31][C:30]([F:33])=[CH:29][CH:28]=2)=[O:21])[O:11][CH:12]=1.[CH3:35][N:36]1C(=O)CCC1. Product: [F:33][C:30]1[CH:31]=[CH:32][C:27]([C:26]2[S:25][C:24]([CH3:34])=[N:23][C:22]=2[C:20]([N:15]2[CH2:16][CH2:17][CH2:18][CH2:19][CH:14]2[CH2:13][C:10]2[O:11][CH:12]=[C:8]([C:3]3[CH:4]=[CH:5][CH:6]=[CH:7][C:2]=3[C:35]#[N:36])[N:9]=2)=[O:21])=[CH:28][CH:29]=1. The catalyst class is: 13.